Predict the product of the given reaction. From a dataset of Forward reaction prediction with 1.9M reactions from USPTO patents (1976-2016). (1) Given the reactants [NH2:1][C:2]1[CH:10]=[CH:9][C:8]([Cl:11])=[CH:7][C:3]=1[C:4]([NH2:6])=O.[F:12][C:13]1[CH:21]=[CH:20][CH:19]=[CH:18][C:14]=1[C:15](Cl)=O.[NH:22]1[CH2:26][CH2:25][CH2:24][CH2:23]1, predict the reaction product. The product is: [Cl:11][C:8]1[CH:7]=[C:3]2[C:2](=[CH:10][CH:9]=1)[N:1]=[C:15]([C:14]1[CH:18]=[CH:19][CH:20]=[CH:21][C:13]=1[F:12])[N:6]=[C:4]2[N:22]1[CH2:26][CH2:25][CH2:24][CH2:23]1. (2) The product is: [CH3:18][C:15]1([CH3:19])[O:16][CH2:17][CH:12]([CH2:11][NH:10][CH2:20][C:21]2[C:25]3[N:26]=[CH:27][NH:28][C:29](=[O:30])[C:24]=3[NH:23][CH:22]=2)[CH2:13][O:14]1. Given the reactants [CH]Cl.C([N:10]([CH2:20][C:21]1[C:25]2[N:26]=[CH:27][NH:28][C:29](=[O:30])[C:24]=2[NH:23][CH:22]=1)[CH2:11][CH:12]1[CH2:17][O:16][C:15]([CH3:19])([CH3:18])[O:14][CH2:13]1)C1C=CC=CC=1, predict the reaction product. (3) Given the reactants O.O.[Sn](Cl)(Cl)(Cl)Cl.[Br:8][C:9]1[CH:14]=[CH:13][C:12]([C:15]([NH:17][C@@H:18]([CH:23]2[CH2:28][CH2:27][CH2:26][CH2:25][CH2:24]2)[C:19]([O:21][CH3:22])=[O:20])=[O:16])=[C:11]([N+:29]([O-])=O)[CH:10]=1, predict the reaction product. The product is: [NH2:29][C:11]1[CH:10]=[C:9]([Br:8])[CH:14]=[CH:13][C:12]=1[C:15]([NH:17][C@@H:18]([CH:23]1[CH2:28][CH2:27][CH2:26][CH2:25][CH2:24]1)[C:19]([O:21][CH3:22])=[O:20])=[O:16].